This data is from Catalyst prediction with 721,799 reactions and 888 catalyst types from USPTO. The task is: Predict which catalyst facilitates the given reaction. Reactant: [CH2:1]([O:3][C:4]([N:6]1[C:15]2[C:10](=[N:11][C:12]([O:16][CH3:17])=[CH:13][CH:14]=2)[C@@H:9]([NH:18][CH:19]([C:34]2[N:39]=[CH:38][C:37]([NH2:40])=[CH:36][N:35]=2)[C:20]2[CH:25]=[C:24]([C:26]([F:29])([F:28])[F:27])[CH:23]=[C:22]([C:30]([F:33])([F:32])[F:31])[CH:21]=2)[CH2:8][C@H:7]1[CH2:41][CH3:42])=[O:5])[CH3:2].[C:43](Cl)(=[O:45])[CH3:44].C(N(CC)CC)C.C(=O)([O-])O.[Na+]. Product: [CH2:1]([O:3][C:4]([N:6]1[C:15]2[C:10](=[N:11][C:12]([O:16][CH3:17])=[CH:13][CH:14]=2)[C@@H:9]([NH:18][CH:19]([C:34]2[N:35]=[CH:36][C:37]([NH:40][C:43](=[O:45])[CH3:44])=[CH:38][N:39]=2)[C:20]2[CH:21]=[C:22]([C:30]([F:33])([F:32])[F:31])[CH:23]=[C:24]([C:26]([F:27])([F:28])[F:29])[CH:25]=2)[CH2:8][C@H:7]1[CH2:41][CH3:42])=[O:5])[CH3:2]. The catalyst class is: 9.